This data is from Forward reaction prediction with 1.9M reactions from USPTO patents (1976-2016). The task is: Predict the product of the given reaction. The product is: [CH3:1][O:2][C:3](=[O:26])[CH2:4][CH2:5][CH2:6][CH2:7][CH2:8][O:9][C:10]1[CH:11]=[CH:12][C:13]2[N:17]=[C:16]([S:18][CH2:27][C:28]3[CH:33]=[CH:32][CH:31]=[CH:30][CH:29]=3)[N:15]([C:19]3[CH:20]=[CH:21][CH:22]=[CH:23][CH:24]=3)[C:14]=2[CH:25]=1. Given the reactants [CH3:1][O:2][C:3](=[O:26])[CH2:4][CH2:5][CH2:6][CH2:7][CH2:8][O:9][C:10]1[CH:11]=[CH:12][C:13]2[N:17]=[C:16]([SH:18])[N:15]([C:19]3[CH:24]=[CH:23][CH:22]=[CH:21][CH:20]=3)[C:14]=2[CH:25]=1.[CH2:27](Br)[C:28]1[CH:33]=[CH:32][CH:31]=[CH:30][CH:29]=1.C(=O)(O)[O-].[K+].C1CC2OCCOCCOC3C(OCCOCCOC2CC1)CCCC3, predict the reaction product.